This data is from Forward reaction prediction with 1.9M reactions from USPTO patents (1976-2016). The task is: Predict the product of the given reaction. (1) Given the reactants [H-].[Na+].[C:3]([O:7][C:8]([N:10]1[CH2:15][CH2:14][C@:13]([OH:28])([C:16]2[CH:21]=[CH:20][C:19]([CH2:22][O:23][CH2:24][CH2:25][O:26][CH3:27])=[CH:18][CH:17]=2)[C@@H:12]([O:29][CH2:30][C:31]2[CH:32]=[CH:33][C:34]3[O:39][CH2:38][CH2:37][N:36]([CH2:40][CH2:41][CH2:42][O:43][CH3:44])[C:35]=3[CH:45]=2)[CH2:11]1)=[O:9])([CH3:6])([CH3:5])[CH3:4].CC1C=CC(S(O[CH2:57][C@@H:58]2[O:60][CH2:59]2)(=O)=O)=CC=1, predict the reaction product. The product is: [C:3]([O:7][C:8]([N:10]1[CH2:15][CH2:14][C@@:13]([C:16]2[CH:17]=[CH:18][C:19]([CH2:22][O:23][CH2:24][CH2:25][O:26][CH3:27])=[CH:20][CH:21]=2)([O:28][CH2:57][C@H:58]2[CH2:59][O:60]2)[C@@H:12]([O:29][CH2:30][C:31]2[CH:32]=[CH:33][C:34]3[O:39][CH2:38][CH2:37][N:36]([CH2:40][CH2:41][CH2:42][O:43][CH3:44])[C:35]=3[CH:45]=2)[CH2:11]1)=[O:9])([CH3:5])([CH3:6])[CH3:4]. (2) Given the reactants S(=O)(=O)(O)O.O.[Cl:7][C:8]1[CH:14]=[C:13]([O:15][CH3:16])[C:12]([SH:17])=[CH:11][C:9]=1[NH2:10].[CH3:18][O:19][C:20]1[CH:25]=[CH:24][CH:23]=[CH:22][C:21]=1[C:26](O)([CH3:28])[CH3:27], predict the reaction product. The product is: [Cl:7][C:8]1[CH:14]=[C:13]([O:15][CH3:16])[C:12]([S:17][C:26]([C:21]2[CH:22]=[CH:23][CH:24]=[CH:25][C:20]=2[O:19][CH3:18])([CH3:28])[CH3:27])=[CH:11][C:9]=1[NH2:10]. (3) Given the reactants [O:1]=[S:2]1(=[O:25])[C:8]2[CH:9]=[CH:10][CH:11]=[CH:12][C:7]=2[CH2:6][N:5](/[C:13](=[N:15]/[C:16]2[CH:23]=[CH:22][C:21]([CH3:24])=[CH:20][C:17]=2[C:18]#[N:19])/[CH3:14])[CH2:4][CH2:3]1.CN(C)C(=O)C.[OH-].[Na+], predict the reaction product. The product is: [O:25]=[S:2]1(=[O:1])[C:8]2[CH:9]=[CH:10][CH:11]=[CH:12][C:7]=2[CH2:6][N:5]([C:13]2[CH:14]=[C:18]([NH2:19])[C:17]3[C:16](=[CH:23][CH:22]=[C:21]([CH3:24])[CH:20]=3)[N:15]=2)[CH2:4][CH2:3]1. (4) Given the reactants [Cl:1][C:2]1[CH:7]=[C:6]([F:8])[CH:5]=[CH:4][C:3]=1[OH:9].C(N(CC)CC)C.Cl[C:18]([O:20][CH2:21][CH3:22])=[O:19], predict the reaction product. The product is: [CH2:21]([O:20][C:18](=[O:19])[O:9][C:3]1[CH:4]=[CH:5][C:6]([F:8])=[CH:7][C:2]=1[Cl:1])[CH3:22]. (5) Given the reactants [Cl:1][C:2]1[N:11]=[C:10](Cl)[C:9]2[C:4](=[CH:5][CH:6]=[CH:7][CH:8]=2)[N:3]=1.C1C=C2C(NC(NC2=CC=1)=O)=O.O=P(Cl)(Cl)Cl.Cl.[NH2:31][S:32]([C:35]1[CH:42]=[CH:41][C:38]([CH2:39]N)=[CH:37][CH:36]=1)(=[O:34])=[O:33].C(N(C(C)C)CC)(C)C, predict the reaction product. The product is: [Cl:1][C:2]1[N:11]=[C:10]([CH2:39][C:38]2[CH:37]=[CH:36][C:35]([S:32]([NH2:31])(=[O:34])=[O:33])=[CH:42][CH:41]=2)[C:9]2[C:4](=[CH:5][CH:6]=[CH:7][CH:8]=2)[N:3]=1. (6) Given the reactants [Cl:1][C:2]1[N:7]=[C:6]([S:8][CH3:9])[N:5]=[C:4]([NH2:10])[CH:3]=1.Cl[CH2:12][CH:13]=O, predict the reaction product. The product is: [ClH:1].[Cl:1][C:2]1[N:7]=[C:6]([S:8][CH3:9])[N:5]2[CH:12]=[CH:13][N:10]=[C:4]2[CH:3]=1. (7) Given the reactants Cl[C:2]1[CH:7]=[C:6]([CH3:8])[C:5]([N+:9]([O-:11])=[O:10])=[CH:4][N:3]=1.[NH:12]([CH3:14])[CH3:13], predict the reaction product. The product is: [CH3:13][N:12]([CH3:14])[C:2]1[CH:7]=[C:6]([CH3:8])[C:5]([N+:9]([O-:11])=[O:10])=[CH:4][N:3]=1.